From a dataset of Full USPTO retrosynthesis dataset with 1.9M reactions from patents (1976-2016). Predict the reactants needed to synthesize the given product. Given the product [CH:1]([N:14]1[CH2:17][CH:16]([O:18][Si:24]([C:27]([CH3:30])([CH3:29])[CH3:28])([CH3:26])[CH3:25])[CH2:15]1)([C:8]1[CH:13]=[CH:12][CH:11]=[CH:10][CH:9]=1)[C:2]1[CH:3]=[CH:4][CH:5]=[CH:6][CH:7]=1, predict the reactants needed to synthesize it. The reactants are: [CH:1]([N:14]1[CH2:17][CH:16]([OH:18])[CH2:15]1)([C:8]1[CH:13]=[CH:12][CH:11]=[CH:10][CH:9]=1)[C:2]1[CH:7]=[CH:6][CH:5]=[CH:4][CH:3]=1.N1C=CN=C1.[Si:24](Cl)([C:27]([CH3:30])([CH3:29])[CH3:28])([CH3:26])[CH3:25].